This data is from Full USPTO retrosynthesis dataset with 1.9M reactions from patents (1976-2016). The task is: Predict the reactants needed to synthesize the given product. (1) Given the product [F:1][C:2]([F:10])([F:11])[C:3]1[CH:8]=[CH:7][CH:6]=[CH:5][C:4]=1[O:9][C@@H:13]([CH3:12])[CH2:14][CH2:15][O:18][C:19]1[CH:24]=[CH:23][C:22]([CH:25]([C:31]#[C:32][CH3:33])[CH2:26][C:27]([OH:29])=[O:28])=[CH:21][CH:20]=1, predict the reactants needed to synthesize it. The reactants are: [F:1][C:2]([F:11])([F:10])[C:3]1[CH:8]=[CH:7][CH:6]=[CH:5][C:4]=1[OH:9].[CH2:12](O)[CH2:13][C@@H:14](O)[CH3:15].[OH:18][C:19]1[CH:24]=[CH:23][C:22]([CH:25]([C:31]#[C:32][CH3:33])[CH2:26][C:27]([O:29]C)=[O:28])=[CH:21][CH:20]=1. (2) Given the product [NH2:24][C:21]1[N:20]=[CH:19][C:18]([O:17][C:15]2[CH:14]=[CH:13][N:12]=[C:11]([NH:10][C:8]([CH:5]3[CH2:6][CH2:7][N:2]([CH3:1])[CH2:3][CH2:4]3)=[O:9])[CH:16]=2)=[CH:23][CH:22]=1, predict the reactants needed to synthesize it. The reactants are: [CH3:1][N:2]1[CH2:7][CH2:6][CH:5]([C:8]([NH:10][C:11]2[CH:16]=[C:15]([O:17][C:18]3[CH:19]=[N:20][C:21]([N+:24]([O-])=O)=[CH:22][CH:23]=3)[CH:14]=[CH:13][N:12]=2)=[O:9])[CH2:4][CH2:3]1. (3) The reactants are: Cl[C:2]1[CH:13]=[CH:12][C:5]([C:6]([NH:8][CH2:9][CH2:10][OH:11])=[O:7])=[C:4]([NH:14][CH2:15][CH3:16])[N:3]=1.[C:17]([O:21][C:22]([N:24]([C:32]1[CH:37]=[CH:36][C:35]([CH2:38][NH:39][C:40](=[O:58])[NH:41][C:42]2[CH:47]=[CH:46][C:45](B3OC(C)(C)C(C)(C)O3)=[CH:44][C:43]=2[F:57])=[CH:34][N:33]=1)[C:25]([O:27][C:28]([CH3:31])([CH3:30])[CH3:29])=[O:26])=[O:23])([CH3:20])([CH3:19])[CH3:18].C([O-])(O)=O.[Na+].COCCOC. Given the product [C:28]([O:27][C:25]([N:24]([C:32]1[CH:37]=[CH:36][C:35]([CH2:38][NH:39][C:40](=[O:58])[NH:41][C:42]2[CH:47]=[CH:46][C:45]([C:2]3[CH:13]=[CH:12][C:5]([C:6](=[O:7])[NH:8][CH2:9][CH2:10][OH:11])=[C:4]([NH:14][CH2:15][CH3:16])[N:3]=3)=[CH:44][C:43]=2[F:57])=[CH:34][N:33]=1)[C:22]([O:21][C:17]([CH3:20])([CH3:19])[CH3:18])=[O:23])=[O:26])([CH3:29])([CH3:30])[CH3:31], predict the reactants needed to synthesize it. (4) Given the product [NH2:1][C:4]1[CH:11]=[C:10]([O:12][CH2:13][C:14]2[CH:15]=[CH:16][CH:17]=[CH:18][CH:19]=2)[C:9]([O:20][CH3:21])=[CH:8][C:5]=1[C:6]#[N:7], predict the reactants needed to synthesize it. The reactants are: [N+:1]([C:4]1[CH:11]=[C:10]([O:12][CH2:13][C:14]2[CH:19]=[CH:18][CH:17]=[CH:16][CH:15]=2)[C:9]([O:20][CH3:21])=[CH:8][C:5]=1[C:6]#[N:7])([O-])=O.[Na].